From a dataset of NCI-60 drug combinations with 297,098 pairs across 59 cell lines. Regression. Given two drug SMILES strings and cell line genomic features, predict the synergy score measuring deviation from expected non-interaction effect. Cell line: MCF7. Drug 2: C1CC(=O)NC(=O)C1N2C(=O)C3=CC=CC=C3C2=O. Synergy scores: CSS=14.8, Synergy_ZIP=-0.390, Synergy_Bliss=2.91, Synergy_Loewe=-4.89, Synergy_HSA=2.64. Drug 1: CC1=C(N=C(N=C1N)C(CC(=O)N)NCC(C(=O)N)N)C(=O)NC(C(C2=CN=CN2)OC3C(C(C(C(O3)CO)O)O)OC4C(C(C(C(O4)CO)O)OC(=O)N)O)C(=O)NC(C)C(C(C)C(=O)NC(C(C)O)C(=O)NCCC5=NC(=CS5)C6=NC(=CS6)C(=O)NCCC[S+](C)C)O.